Dataset: Forward reaction prediction with 1.9M reactions from USPTO patents (1976-2016). Task: Predict the product of the given reaction. (1) Given the reactants [Cl:1][C:2]1[CH:20]=[C:19]([O:21][CH2:22][CH:23]=[C:24]([Cl:26])[Cl:25])[CH:18]=[C:17]([Cl:27])[C:3]=1[O:4][CH2:5][CH2:6][CH2:7][O:8][C:9]1[CH:10]=[C:11]([CH:14]=[CH:15][CH:16]=1)[CH:12]=O.Cl.[CH2:29]([O:31][NH2:32])[CH3:30].Cl, predict the reaction product. The product is: [CH2:29]([O:31][N:32]=[CH:12][C:11]1[CH:14]=[CH:15][CH:16]=[C:9]([O:8][CH2:7][CH2:6][CH2:5][O:4][C:3]2[C:2]([Cl:1])=[CH:20][C:19]([O:21][CH2:22][CH:23]=[C:24]([Cl:26])[Cl:25])=[CH:18][C:17]=2[Cl:27])[CH:10]=1)[CH3:30]. (2) Given the reactants C[O-].[Na+].CO.[C:6]([CH2:11][C:12]([O:14][CH3:15])=[O:13])(=[O:10])[CH:7]([CH3:9])[CH3:8].O[N:17]=[C:18](Cl)[C:19]1[C:20]([CH3:26])=[N:21][CH:22]=[CH:23][C:24]=1[CH3:25], predict the reaction product. The product is: [CH3:26][C:20]1[C:19]([C:18]2[C:11]([C:12]([O:14][CH3:15])=[O:13])=[C:6]([CH:7]([CH3:9])[CH3:8])[O:10][N:17]=2)=[C:24]([CH3:25])[CH:23]=[CH:22][N:21]=1. (3) The product is: [CH3:31][C@H:26]1[CH2:25][N:24]([C:4]2[N:3]=[C:2]([C:36]3[CH:37]=[CH:38][C:33]([NH2:32])=[CH:34][CH:35]=3)[N:7]=[C:6]3[N:8]([CH:11]4[CH2:12][CH2:13][N:14]([CH2:17][C:18]5[CH:19]=[N:20][CH:21]=[CH:22][CH:23]=5)[CH2:15][CH2:16]4)[N:9]=[CH:10][C:5]=23)[CH2:29][C@@H:28]([CH3:30])[O:27]1. Given the reactants Cl[C:2]1[N:7]=[C:6]2[N:8]([CH:11]3[CH2:16][CH2:15][N:14]([CH2:17][C:18]4[CH:19]=[N:20][CH:21]=[CH:22][CH:23]=4)[CH2:13][CH2:12]3)[N:9]=[CH:10][C:5]2=[C:4]([N:24]2[CH2:29][C@@H:28]([CH3:30])[O:27][C@@H:26]([CH3:31])[CH2:25]2)[N:3]=1.[NH2:32][C:33]1[CH:38]=[CH:37][C:36](B2OC(C)(C)C(C)(C)O2)=[CH:35][CH:34]=1.C(=O)([O-])[O-].[Na+].[Na+].COCCOC, predict the reaction product.